This data is from Reaction yield outcomes from USPTO patents with 853,638 reactions. The task is: Predict the reaction yield, written as a fraction of the theoretical maximum amount of product (1.0 means a 100% yield; for example, 0.34 means a 34% yield). (1) The reactants are Cl.[Cl:2][C:3]1[CH:4]=[CH:5][C:6]2[CH2:12][CH2:11][C:10]3[CH:13]=[CH:14][CH:15]=[CH:16][C:9]=3[N:8]([CH2:17][CH2:18][NH2:19])[C:7]=2[CH:20]=1.C(N(CC)CC)C.[F:28][C:29]([F:41])([F:40])[C:30]1[CH:35]=[CH:34][C:33]([S:36](Cl)(=[O:38])=[O:37])=[CH:32][CH:31]=1. The catalyst is CN(C=O)C. The product is [Cl:2][C:3]1[CH:4]=[CH:5][C:6]2[CH2:12][CH2:11][C:10]3[CH:13]=[CH:14][CH:15]=[CH:16][C:9]=3[N:8]([CH2:17][CH2:18][NH:19][S:36]([C:33]3[CH:32]=[CH:31][C:30]([C:29]([F:28])([F:40])[F:41])=[CH:35][CH:34]=3)(=[O:38])=[O:37])[C:7]=2[CH:20]=1. The yield is 0.850. (2) The reactants are [F:1][C:2]1[C:3]([F:12])=[CH:4][C:5]2[S:9][C:8]([NH2:10])=[N:7][C:6]=2[CH:11]=1.[F:13][C:14]1[CH:15]=[C:16]([CH:20]=[CH:21][C:22]=1[F:23])[C:17](Cl)=[O:18].Br[CH:25]([CH3:31])[C:26]([O:28]CC)=[O:27].COC1C=CC2N=C(N)SC=2C=1.ClC1C=C(C=CC=1)C(Cl)=O.BrCC(OCC)=O. No catalyst specified. The product is [F:13][C:14]1[CH:15]=[C:16]([CH:20]=[CH:21][C:22]=1[F:23])[C:17]([N:10]=[C:8]1[N:7]([CH:25]([CH3:31])[C:26]([OH:28])=[O:27])[C:6]2[CH:11]=[C:2]([F:1])[C:3]([F:12])=[CH:4][C:5]=2[S:9]1)=[O:18]. The yield is 0.270. (3) The reactants are [F:1][C:2]1[CH:7]=[CH:6][C:5]([C:8]2[N:9]=[CH:10][NH:11][CH:12]=2)=[CH:4][C:3]=1[CH3:13].[Br:14]N1C(=O)CCC1=O. The catalyst is CN(C=O)C. The product is [Br:14][C:12]1[NH:11][CH:10]=[N:9][C:8]=1[C:5]1[CH:6]=[CH:7][C:2]([F:1])=[C:3]([CH3:13])[CH:4]=1. The yield is 0.740. (4) The catalyst is C1COCC1. The reactants are [NH2:1][C@@H:2]([CH2:33][C:34]1[CH:39]=[CH:38][CH:37]=[CH:36][CH:35]=1)[CH2:3][C@H:4]([OH:32])[C@@H:5]([NH:19][C:20]([C@@H:22]([NH:27][C:28](=[O:31])[O:29][CH3:30])[C:23]([CH3:26])([CH3:25])[CH3:24])=[O:21])[CH2:6][C:7]1[CH:12]=[CH:11][C:10]([C:13]2[CH:18]=[CH:17][CH:16]=[CH:15][N:14]=2)=[CH:9][CH:8]=1.[CH3:40][O:41][C:42]([NH:44][C@@H:45]([C:49]([CH3:52])([CH3:51])[CH3:50])[C:46](O)=[O:47])=[O:43].CCOP(ON1N=NC2C=CC=CC=2C1=O)(OCC)=O.C(N(CC)C(C)C)(C)C. The product is [CH2:33]([C@H:2]([NH:1][C:46](=[O:47])[C@H:45]([C:49]([CH3:51])([CH3:50])[CH3:52])[NH:44][C:42](=[O:43])[O:41][CH3:40])[CH2:3][C@H:4]([OH:32])[C@H:5]([CH2:6][C:7]1[CH:12]=[CH:11][C:10]([C:13]2[CH:18]=[CH:17][CH:16]=[CH:15][N:14]=2)=[CH:9][CH:8]=1)[NH:19][C:20](=[O:21])[C@@H:22]([NH:27][C:28](=[O:31])[O:29][CH3:30])[C:23]([CH3:25])([CH3:26])[CH3:24])[C:34]1[CH:35]=[CH:36][CH:37]=[CH:38][CH:39]=1. The yield is 0.450.